Dataset: Forward reaction prediction with 1.9M reactions from USPTO patents (1976-2016). Task: Predict the product of the given reaction. Given the reactants [C:1]([O:5][C:6]([N:8]1[CH2:13][CH2:12][CH:11]([OH:14])[CH2:10][CH2:9]1)=[O:7])([CH3:4])([CH3:3])[CH3:2].[Cl:15][C:16]1[CH:21]=[CH:20][C:19](O)=[CH:18][N:17]=1.C1(P(C2C=CC=CC=2)C2C=CC=CC=2)C=CC=CC=1.CC(OC(/N=N/C(OC(C)C)=O)=O)C, predict the reaction product. The product is: [Cl:15][C:16]1[N:17]=[CH:18][C:19]([O:14][CH:11]2[CH2:12][CH2:13][N:8]([C:6]([O:5][C:1]([CH3:4])([CH3:2])[CH3:3])=[O:7])[CH2:9][CH2:10]2)=[CH:20][CH:21]=1.